From a dataset of CYP2D6 inhibition data for predicting drug metabolism from PubChem BioAssay. Regression/Classification. Given a drug SMILES string, predict its absorption, distribution, metabolism, or excretion properties. Task type varies by dataset: regression for continuous measurements (e.g., permeability, clearance, half-life) or binary classification for categorical outcomes (e.g., BBB penetration, CYP inhibition). Dataset: cyp2d6_veith. (1) The drug is COc1ccc([C@@H]2CC(=O)c3c(O)cc(O[C@H]4O[C@@H](CO[C@H]5O[C@@H](C)[C@@H](O)[C@@H](O)[C@@H]5O)[C@@H](O)[C@@H](O)[C@@H]4O)cc3O2)cc1O. The result is 0 (non-inhibitor). (2) The compound is C[C@H]1CC[C@]2(OC1)O[C@@H]1C[C@@H]3[C@@H]4CC[C@H]5C[C@@H](O)CC[C@]5(C)[C@@H]4CC(=O)[C@@]3(C)[C@H]1[C@@H]2C. The result is 0 (non-inhibitor). (3) The compound is CN(NC(=O)NN)c1ncc(C(F)(F)F)cc1Cl. The result is 0 (non-inhibitor). (4) The compound is O=C1NCN(c2ccccc2)C12CCN(CCCOc1ccc(F)cc1)CC2. The result is 1 (inhibitor). (5) The molecule is Cc1ccc(N=Nc2c(N)n(-c3ccccc3)[nH]c2=O)cc1. The result is 0 (non-inhibitor). (6) The drug is O=C(NCC1CCCO1)C1CCN(S(=O)(=O)N2CCCC2)CC1. The result is 0 (non-inhibitor). (7) The molecule is COc1cccc(-c2cc(C(F)(F)F)n3ncc(S(=O)(=O)c4ccccc4)c3n2)c1. The result is 0 (non-inhibitor). (8) The molecule is NS(=O)(=O)c1ccc(NCc2nc3ccccc3[nH]2)cc1. The result is 0 (non-inhibitor). (9) The molecule is CC(C)C[C@H](NP(=O)([O-])O[C@@H]1O[C@@H](C)[C@@H](O)[C@@H](O)[C@H]1O)C(=O)N[C@@H](Cc1c[nH]c2ccccc12)C(=O)[O-].[Na+].[Na+]. The result is 0 (non-inhibitor).